From a dataset of Forward reaction prediction with 1.9M reactions from USPTO patents (1976-2016). Predict the product of the given reaction. (1) Given the reactants [N:1]1[N:2]=[CH:3][N:4]([C:6]2[CH:7]=[C:8]([CH:12]=[CH:13][CH:14]=2)[C:9]([OH:11])=O)[CH:5]=1.ClC(OCC)=O.CCN(CC)CC.[K+].[C:29]([O:35][CH2:36][CH3:37])(=[O:34])[CH2:30]C([O-])=O.[Mg+2].[Cl-].[Cl-], predict the reaction product. The product is: [CH2:36]([O:35][C:29](=[O:34])[CH2:30][C:9](=[O:11])[C:8]1[CH:12]=[CH:13][CH:14]=[C:6]([N:4]2[CH:5]=[N:1][N:2]=[CH:3]2)[CH:7]=1)[CH3:37]. (2) Given the reactants [CH3:1][N:2]1[CH2:7][CH2:6][N:5]([C:8]2[CH:13]=[CH:12][N:11]=[C:10]([NH:14][C:15]3[S:16][CH:17]=[CH:18][N:19]=3)[CH:9]=2)[CH2:4][CH2:3]1.[Br:20]Br.CCOCC, predict the reaction product. The product is: [BrH:20].[Br:20][C:17]1[S:16][C:15]([NH:14][C:10]2[CH:9]=[C:8]([N:5]3[CH2:6][CH2:7][N:2]([CH3:1])[CH2:3][CH2:4]3)[CH:13]=[CH:12][N:11]=2)=[N:19][CH:18]=1. (3) Given the reactants [CH2:1]([O:8][C:9]([NH:11][C:12]1([C:18](O)=[O:19])[CH2:17][CH2:16][CH2:15][CH2:14][CH2:13]1)=[O:10])[C:2]1[CH:7]=[CH:6][CH:5]=[CH:4][CH:3]=1.CN1CCOCC1.ClC(OCC(C)C)=O.[BH4-].[Na+], predict the reaction product. The product is: [CH2:1]([O:8][C:9]([NH:11][C:12]1([CH2:18][OH:19])[CH2:13][CH2:14][CH2:15][CH2:16][CH2:17]1)=[O:10])[C:2]1[CH:3]=[CH:4][CH:5]=[CH:6][CH:7]=1. (4) Given the reactants Cl[C:2]1[CH:7]=[CH:6][N:5]=[C:4]([N:8]2[CH2:19][CH2:18][N:17]3[C:10](=[CH:11][C:12]4[CH2:13][C:14]([CH3:21])([CH3:20])[CH2:15][C:16]=43)[C:9]2=[O:22])[C:3]=1[CH:23]=[O:24].[CH2:25]([C@H:27]1[CH2:32][N:31]([CH:33]2[CH2:36][O:35][CH2:34]2)[CH2:30][CH2:29][N:28]1[C:37]1[CH:38]=[CH:39][C:40]([NH:43][C:44]2[C:45](=[O:60])[N:46]([CH3:59])[CH:47]=[C:48](B3OC(C)(C)C(C)(C)O3)[CH:49]=2)=[N:41][CH:42]=1)[CH3:26].[O-]P([O-])([O-])=O.[K+].[K+].[K+].O.O.O.C([O-])(=O)C.[Na+], predict the reaction product. The product is: [CH3:20][C:14]1([CH3:21])[CH2:13][C:12]2[CH:11]=[C:10]3[N:17]([CH2:18][CH2:19][N:8]([C:4]4[C:3]([CH:23]=[O:24])=[C:2]([C:48]5[CH:49]=[C:44]([NH:43][C:40]6[CH:39]=[CH:38][C:37]([N:28]7[CH2:29][CH2:30][N:31]([CH:33]8[CH2:34][O:35][CH2:36]8)[CH2:32][C@@H:27]7[CH2:25][CH3:26])=[CH:42][N:41]=6)[C:45](=[O:60])[N:46]([CH3:59])[CH:47]=5)[CH:7]=[CH:6][N:5]=4)[C:9]3=[O:22])[C:16]=2[CH2:15]1. (5) Given the reactants CC(C)(OC([NH:7][NH:8][C:9]([CH:11]1[C:15]([CH3:17])([CH3:16])[S:14][C:13]([C:18]2[S:19][C:20]3[CH:26]=[C:25]([OH:27])[CH:24]=[CH:23][C:21]=3[N:22]=2)=[N:12]1)=[O:10])=O)C.FC(F)(F)C(O)=O, predict the reaction product. The product is: [OH:27][C:25]1[CH:24]=[CH:23][C:21]2[N:22]=[C:18]([C:13]3[S:14][C:15]([CH3:17])([CH3:16])[CH:11]([C:9]([NH:8][NH2:7])=[O:10])[N:12]=3)[S:19][C:20]=2[CH:26]=1. (6) The product is: [Cl:17][C:11]1[CH:10]=[C:9]([C:6]2[CH:7]=[CH:8][N:4]([CH2:3][C@@H:2]([NH:1][C:30]([C:28]3[O:27][N:26]=[C:25]([C:21]4[CH:20]=[N:19][CH:24]=[CH:23][CH:22]=4)[N:29]=3)=[O:31])[CH3:18])[N:5]=2)[CH:16]=[CH:15][C:12]=1[C:13]#[N:14]. Given the reactants [NH2:1][C@@H:2]([CH3:18])[CH2:3][N:4]1[CH:8]=[CH:7][C:6]([C:9]2[CH:16]=[CH:15][C:12]([C:13]#[N:14])=[C:11]([Cl:17])[CH:10]=2)=[N:5]1.[N:19]1[CH:24]=[CH:23][CH:22]=[C:21]([C:25]2[N:29]=[C:28]([C:30](O)=[O:31])[O:27][N:26]=2)[CH:20]=1.C1C=CC2N(O)N=NC=2C=1.CCN(C(C)C)C(C)C.CCN=C=NCCCN(C)C, predict the reaction product.